This data is from NCI-60 drug combinations with 297,098 pairs across 59 cell lines. The task is: Regression. Given two drug SMILES strings and cell line genomic features, predict the synergy score measuring deviation from expected non-interaction effect. Drug 1: CS(=O)(=O)C1=CC(=C(C=C1)C(=O)NC2=CC(=C(C=C2)Cl)C3=CC=CC=N3)Cl. Drug 2: C1CC(=O)NC(=O)C1N2C(=O)C3=CC=CC=C3C2=O. Cell line: SR. Synergy scores: CSS=4.33, Synergy_ZIP=-7.42, Synergy_Bliss=-8.91, Synergy_Loewe=-11.1, Synergy_HSA=-8.02.